Dataset: Full USPTO retrosynthesis dataset with 1.9M reactions from patents (1976-2016). Task: Predict the reactants needed to synthesize the given product. Given the product [CH3:31][C:29]1[CH:30]=[C:25]([CH:26]=[C:27]([C:2]2[CH:3]=[N:4][CH:5]=[C:6]([NH:8][C@H:9]([C:11]3[CH:16]=[CH:15][CH:14]=[CH:13][CH:12]=3)[CH3:10])[N:7]=2)[CH:28]=1)[CH:23]=[O:24], predict the reactants needed to synthesize it. The reactants are: Cl[C:2]1[N:7]=[C:6]([NH:8][C@H:9]([C:11]2[CH:16]=[CH:15][CH:14]=[CH:13][CH:12]=2)[CH3:10])[CH:5]=[N:4][CH:3]=1.CN(C=O)C.O.[CH:23]([C:25]1[CH:26]=[C:27](B(O)O)[CH:28]=[C:29]([CH3:31])[CH:30]=1)=[O:24].C(=O)([O-])[O-].[Cs+].[Cs+].